From a dataset of Full USPTO retrosynthesis dataset with 1.9M reactions from patents (1976-2016). Predict the reactants needed to synthesize the given product. Given the product [CH3:1][O:2][C:3]1[C:10]([C:11]2[S:12][CH:13]=[CH:14][CH:15]=2)=[CH:9][C:6](/[CH:7]=[CH:25]/[C:24]([C:27]2[CH:28]=[CH:29][C:30]([S:33]([NH2:36])(=[O:35])=[O:34])=[CH:31][CH:32]=2)=[O:26])=[C:5]([O:16][CH2:17][C:18]2[CH:23]=[CH:22][CH:21]=[CH:20][N:19]=2)[CH:4]=1, predict the reactants needed to synthesize it. The reactants are: [CH3:1][O:2][C:3]1[C:10]([C:11]2[S:12][CH:13]=[CH:14][CH:15]=2)=[CH:9][C:6]([CH:7]=O)=[C:5]([O:16][CH2:17][C:18]2[CH:23]=[CH:22][CH:21]=[CH:20][N:19]=2)[CH:4]=1.[C:24]([C:27]1[CH:32]=[CH:31][C:30]([S:33]([NH2:36])(=[O:35])=[O:34])=[CH:29][CH:28]=1)(=[O:26])[CH3:25].